This data is from Forward reaction prediction with 1.9M reactions from USPTO patents (1976-2016). The task is: Predict the product of the given reaction. The product is: [Br:1][C:2]1[CH:10]=[C:9]2[C:5]([CH2:6][C:7]3([CH2:16][CH2:15][C:14]4([O:20][CH2:19][CH2:18][O:17]4)[CH2:13][CH2:12]3)[C:8]2=[N:27][S:25]([C:22]([CH3:24])([CH3:23])[CH3:21])=[O:26])=[CH:4][CH:3]=1. Given the reactants [Br:1][C:2]1[CH:10]=[C:9]2[C:5]([CH2:6][C:7]3([CH2:16][CH2:15][C:14]4([O:20][CH2:19][CH2:18][O:17]4)[CH2:13][CH2:12]3)[C:8]2=O)=[CH:4][CH:3]=1.[CH3:21][C:22]([S:25]([NH2:27])=[O:26])([CH3:24])[CH3:23].CCOC(C)=O, predict the reaction product.